From a dataset of Reaction yield outcomes from USPTO patents with 853,638 reactions. Predict the reaction yield, written as a fraction of the theoretical maximum amount of product (1.0 means a 100% yield; for example, 0.34 means a 34% yield). (1) The reactants are [C:1]([O:5][C:6]([N:8]1[C@@H:13]([C@@H:14]([OH:28])[C@@H:15]([N+:25]([O-])=O)[CH2:16][C:17]2[CH:22]=[CH:21][CH:20]=[CH:19][C:18]=2[CH2:23][CH3:24])[CH2:12][O:11][C@@H:10]([O:29][CH2:30][C:31]([CH3:34])([CH3:33])[CH3:32])[C@@H:9]1[CH3:35])=[O:7])([CH3:4])([CH3:3])[CH3:2].[BH4-].[Na+]. The catalyst is CO.[Ni](Cl)Cl. The product is [C:1]([O:5][C:6]([N:8]1[C@@H:13]([C@@H:14]([OH:28])[C@@H:15]([NH2:25])[CH2:16][C:17]2[CH:22]=[CH:21][CH:20]=[CH:19][C:18]=2[CH2:23][CH3:24])[CH2:12][O:11][C@@H:10]([O:29][CH2:30][C:31]([CH3:32])([CH3:34])[CH3:33])[C@@H:9]1[CH3:35])=[O:7])([CH3:3])([CH3:4])[CH3:2]. The yield is 0.850. (2) The reactants are C(O[BH-](OC(=O)C)OC(=O)C)(=O)C.[Na+].[OH:15][C:16]1[CH:17]=[C:18]([CH:21]=[CH:22][CH:23]=1)[CH:19]=O.[NH2:24][C:25]1[CH:26]=[N:27][CH:28]=[C:29]([Br:31])[CH:30]=1. The catalyst is C(Cl)Cl. The product is [Br:31][C:29]1[CH:30]=[C:25]([NH:24][CH2:19][C:18]2[CH:17]=[C:16]([OH:15])[CH:23]=[CH:22][CH:21]=2)[CH:26]=[N:27][CH:28]=1. The yield is 0.480. (3) The reactants are [CH3:1][C:2]1[C:6]2[C:7](=[O:20])[N:8]([CH2:12][CH2:13][N:14]3[CH2:19][CH2:18][O:17][CH2:16][CH2:15]3)[CH2:9][CH2:10][CH2:11][C:5]=2[NH:4][C:3]=1[CH:21]=O.[F:23][C:24]1[CH:25]=[C:26]2[C:30](=[CH:31][C:32]=1[NH:33][C:34](=[O:38])[CH2:35][O:36][CH3:37])[NH:29][C:28](=[O:39])[CH2:27]2. No catalyst specified. The product is [F:23][C:24]1[CH:25]=[C:26]2[C:30](=[CH:31][C:32]=1[NH:33][C:34](=[O:38])[CH2:35][O:36][CH3:37])[NH:29][C:28](=[O:39])[C:27]2=[CH:21][C:3]1[NH:4][C:5]2[CH2:11][CH2:10][CH2:9][N:8]([CH2:12][CH2:13][N:14]3[CH2:19][CH2:18][O:17][CH2:16][CH2:15]3)[C:7](=[O:20])[C:6]=2[C:2]=1[CH3:1]. The yield is 0.600. (4) The reactants are ClC1C=CC(Cl)=CC=1SCC(O)=O.[F:14][C:15]1[CH:16]=[C:17]([SH:21])[CH:18]=[CH:19][CH:20]=1.[OH-].[K+].Br[CH2:25][CH2:26][CH2:27][C:28]([O:30]CC)=[O:29]. The catalyst is O.C(O)C. The product is [F:14][C:15]1[CH:16]=[C:17]([S:21][CH2:25][CH2:26][CH2:27][C:28]([OH:30])=[O:29])[CH:18]=[CH:19][CH:20]=1. The yield is 0.470.